Dataset: Full USPTO retrosynthesis dataset with 1.9M reactions from patents (1976-2016). Task: Predict the reactants needed to synthesize the given product. (1) Given the product [NH2:12][C:11]1[N:2]=[CH:3][CH:4]=[C:5]([O:6][CH3:7])[C:8]=1[C:9]#[N:10], predict the reactants needed to synthesize it. The reactants are: C[N:2](C)[CH:3]=[CH:4][C:5](=[C:8]([C:11]#[N:12])[C:9]#[N:10])[O:6][CH3:7]. (2) Given the product [F:11][C:6]1[CH:5]=[C:4]([CH:9]=[CH:8][C:7]=1[O:10][C:13]1[CH:18]=[CH:17][N:16]=[C:15]2[CH:19]=[CH:20][S:21][C:14]=12)[NH2:3], predict the reactants needed to synthesize it. The reactants are: [H-].[Na+].[NH2:3][C:4]1[CH:9]=[CH:8][C:7]([OH:10])=[C:6]([F:11])[CH:5]=1.Cl[C:13]1[CH:18]=[CH:17][N:16]=[C:15]2[CH:19]=[CH:20][S:21][C:14]=12.O.